This data is from NCI-60 drug combinations with 297,098 pairs across 59 cell lines. The task is: Regression. Given two drug SMILES strings and cell line genomic features, predict the synergy score measuring deviation from expected non-interaction effect. (1) Drug 1: C1=NC2=C(N=C(N=C2N1C3C(C(C(O3)CO)O)O)F)N. Drug 2: CCC1=C2CN3C(=CC4=C(C3=O)COC(=O)C4(CC)O)C2=NC5=C1C=C(C=C5)O. Cell line: U251. Synergy scores: CSS=29.6, Synergy_ZIP=-3.21, Synergy_Bliss=-6.40, Synergy_Loewe=-20.0, Synergy_HSA=-6.89. (2) Drug 1: CN1CCC(CC1)COC2=C(C=C3C(=C2)N=CN=C3NC4=C(C=C(C=C4)Br)F)OC. Drug 2: CCC1(CC2CC(C3=C(CCN(C2)C1)C4=CC=CC=C4N3)(C5=C(C=C6C(=C5)C78CCN9C7C(C=CC9)(C(C(C8N6C=O)(C(=O)OC)O)OC(=O)C)CC)OC)C(=O)OC)O.OS(=O)(=O)O. Cell line: HCC-2998. Synergy scores: CSS=32.4, Synergy_ZIP=5.18, Synergy_Bliss=5.01, Synergy_Loewe=-29.8, Synergy_HSA=3.72.